From a dataset of Full USPTO retrosynthesis dataset with 1.9M reactions from patents (1976-2016). Predict the reactants needed to synthesize the given product. (1) Given the product [OH:16][CH:3]1[C:4]([C:13](=[O:15])[CH3:14])([N+:17]([O-:19])=[O:18])[CH:5]=[C:6]([C:8]2[NH:12][N:11]=[N:10][N:9]=2)[CH:7]=[C:2]1[C:36]1[CH:41]=[CH:40][CH:39]=[CH:38][CH:37]=1, predict the reactants needed to synthesize it. The reactants are: Br[C:2]1[C:3]([OH:16])=[C:4]([C:13](=[O:15])[CH3:14])[CH:5]=[C:6]([C:8]2[NH:12][N:11]=[N:10][N:9]=2)[CH:7]=1.[N+:17](C1C=C(B(O)O)C=CC=1)([O-:19])=[O:18].C([O-])([O-])=O.[Na+].[Na+].Cl.[C:36]1(C)[CH:41]=[CH:40][CH:39]=[CH:38][CH:37]=1. (2) The reactants are: [Cl:1][S:2]([OH:5])(=O)=[O:3].[Br:6][C:7]1[CH:8]=[CH:9][C:10]2[C:14]3[CH:15]=[CH:16][CH:17]=[CH:18][C:13]=3[O:12][C:11]=2[CH:19]=1.P(Cl)(Cl)(Cl)(Cl)Cl. Given the product [Br:6][C:7]1[CH:8]=[CH:9][C:10]2[C:14]3[CH:15]=[C:16]([S:2]([Cl:1])(=[O:5])=[O:3])[CH:17]=[CH:18][C:13]=3[O:12][C:11]=2[CH:19]=1, predict the reactants needed to synthesize it. (3) Given the product [Br:9][CH2:8][C@@H:7]([C:5]1[O:4][N:3]=[C:2]([Br:1])[CH:6]=1)[OH:10], predict the reactants needed to synthesize it. The reactants are: [Br:1][C:2]1[CH:6]=[C:5]([C:7](=[O:10])[CH2:8][Br:9])[O:4][N:3]=1.B.C1COCC1.